Dataset: Reaction yield outcomes from USPTO patents with 853,638 reactions. Task: Predict the reaction yield, written as a fraction of the theoretical maximum amount of product (1.0 means a 100% yield; for example, 0.34 means a 34% yield). (1) The reactants are [CH2:1]([N:3]1[C:7]([C:8]([O:10][CH3:11])=[O:9])=[CH:6][C:5]([CH3:12])=[N:4]1)[CH3:2].[I:13]N1C(=O)CCC1=O.CCOC(C)=O. The catalyst is CN(C=O)C.O. The product is [CH2:1]([N:3]1[C:7]([C:8]([O:10][CH3:11])=[O:9])=[C:6]([I:13])[C:5]([CH3:12])=[N:4]1)[CH3:2]. The yield is 0.470. (2) The reactants are [NH2:1][S:2]([C:5]1[CH:10]=[C:9]([Br:11])[CH:8]=[CH:7][C:6]=1[NH:12][C:13]([C:15]1[C:16](=[O:33])[N:17]([CH2:26][C:27]2[CH:32]=[CH:31][CH:30]=[CH:29][CH:28]=2)[C:18]2[C:23]([C:24]=1[OH:25])=[CH:22][CH:21]=[CH:20][N:19]=2)=O)(=[O:4])=[O:3].Cl. The catalyst is [OH-].[K+]. The product is [CH2:26]([N:17]1[C:18]2[C:23](=[CH:22][CH:21]=[CH:20][N:19]=2)[C:24]([OH:25])=[C:15]([C:13]2[NH:12][C:6]3[CH:7]=[CH:8][C:9]([Br:11])=[CH:10][C:5]=3[S:2](=[O:4])(=[O:3])[N:1]=2)[C:16]1=[O:33])[C:27]1[CH:28]=[CH:29][CH:30]=[CH:31][CH:32]=1. The yield is 0.840. (3) The reactants are [CH3:1][O:2][C:3](=[O:30])[CH2:4][C:5]1[CH:10]=[CH:9][C:8]([C:11]#[C:12][C:13]2[CH:22]=[C:21]([O:23][CH:24]([CH3:26])[CH3:25])[C:20]3[C:19](=O)[CH2:18][CH2:17][C:16]([CH3:29])([CH3:28])[C:15]=3[CH:14]=2)=[CH:7][CH:6]=1.[CH:31]1([NH2:34])[CH2:33][CH2:32]1.[C:35]([BH3-])#N.[Na+].C(=O)([O-])[O-].[K+].[K+].CI. The catalyst is ClCCl.C(#N)C.O.C(=O)([O-])[O-].[Na+].[Na+].C(O)(=O)C. The product is [CH3:1][O:2][C:3](=[O:30])[CH2:4][C:5]1[CH:10]=[CH:9][C:8]([C:11]#[C:12][C:13]2[CH:22]=[C:21]([O:23][CH:24]([CH3:26])[CH3:25])[C:20]3[CH:19]([N:34]([CH:31]4[CH2:33][CH2:32]4)[CH3:35])[CH2:18][CH2:17][C:16]([CH3:28])([CH3:29])[C:15]=3[CH:14]=2)=[CH:7][CH:6]=1. The yield is 0.530. (4) The reactants are [CH2:1]([Li])[CH2:2][CH2:3]C.CCCCCC.[NH:12]1[C:21]2[C:16](=[CH:17][CH:18]=[CH:19][CH:20]=2)[CH2:15][CH2:14][CH2:13]1.C([O-])([O-])=O.[K+].[K+].[CH2:28]([CH:32]1[CH2:37][CH2:36][NH:35][CH2:34][CH2:33]1)[CH2:29][CH2:30][CH3:31]. The catalyst is O1CCCC1.O. The product is [CH2:28]([CH:32]1[CH2:37][CH2:36][N:35]([CH2:1][CH2:2][CH2:3][N:12]2[C:21]3[C:16](=[CH:17][CH:18]=[CH:19][CH:20]=3)[CH2:15][CH2:14][CH2:13]2)[CH2:34][CH2:33]1)[CH2:29][CH2:30][CH3:31]. The yield is 0.350. (5) The reactants are [CH2:1]([O:3][C:4](=[O:12])[C:5]1[CH:10]=[CH:9][C:8](Br)=[CH:7][CH:6]=1)[CH3:2].[N:13]1[CH:18]=[CH:17][C:16](B(O)O)=[CH:15][CH:14]=1. The catalyst is O1CCOCC1.C(=O)([O-])[O-].[Na+].[Na+].C1C=CC([P]([Pd]([P](C2C=CC=CC=2)(C2C=CC=CC=2)C2C=CC=CC=2)([P](C2C=CC=CC=2)(C2C=CC=CC=2)C2C=CC=CC=2)[P](C2C=CC=CC=2)(C2C=CC=CC=2)C2C=CC=CC=2)(C2C=CC=CC=2)C2C=CC=CC=2)=CC=1. The product is [CH2:1]([O:3][C:4](=[O:12])[C:5]1[CH:10]=[CH:9][C:8]([C:16]2[CH:17]=[CH:18][N:13]=[CH:14][CH:15]=2)=[CH:7][CH:6]=1)[CH3:2]. The yield is 0.350. (6) The reactants are [Cl:1][C:2]1[N:7]=[N:6][C:5]([C:8](OCC)=[O:9])=[C:4]([NH:13][C:14]2[N:19]=[C:18]([CH3:20])[CH:17]=[C:16]([CH3:21])[N:15]=2)[CH:3]=1.[NH3:22].CO. No catalyst specified. The product is [Cl:1][C:2]1[N:7]=[N:6][C:5]([C:8]([NH2:22])=[O:9])=[C:4]([NH:13][C:14]2[N:19]=[C:18]([CH3:20])[CH:17]=[C:16]([CH3:21])[N:15]=2)[CH:3]=1. The yield is 0.0500.